Dataset: Forward reaction prediction with 1.9M reactions from USPTO patents (1976-2016). Task: Predict the product of the given reaction. (1) The product is: [Br:9][C:5]1[CH:4]=[C:3]([O:10][CH2:18][CH2:19][CH2:20][CH2:21][CH2:22][CH2:23][Br:24])[C:2]([Br:1])=[CH:7][C:6]=1[O:14][CH2:11][CH2:6][CH2:5][CH2:4][CH2:3][CH2:2][Br:1]. Given the reactants [Br:1][C:2]1[CH:7]=[C:6](O)[C:5]([Br:9])=[CH:4][C:3]=1[OH:10].[C:11]([O-:14])([O-])=O.[K+].[K+].Br[CH2:18][CH2:19][CH2:20][CH2:21][CH2:22][CH2:23][Br:24], predict the reaction product. (2) Given the reactants C([O:8][C:9](=[O:19])[CH2:10][C:11]1([C:17]#[N:18])[CH:16]=[CH:15][CH2:14][CH:13]=[CH:12]1)C1C=CC=CC=1, predict the reaction product. The product is: [C:17]([C:11]1([CH2:10][C:9]([OH:19])=[O:8])[CH2:16][CH2:15][CH2:14][CH2:13][CH2:12]1)#[N:18]. (3) Given the reactants [C:1]([O:5][C:6]([N:8]1[CH2:13][CH2:12][CH2:11][CH:10]([OH:14])[CH2:9]1)=[O:7])([CH3:4])([CH3:3])[CH3:2].C(=O)(O)[O-].[Na+].C(OC(OC(C)(C)C)=O)(OC(C)(C)C)=O, predict the reaction product. The product is: [C:1]([O:5][C:6]([N:8]1[CH2:13][CH2:12][CH2:11][C@H:10]([OH:14])[CH2:9]1)=[O:7])([CH3:4])([CH3:2])[CH3:3]. (4) The product is: [Cl:41][C:40]1[CH:39]=[CH:38][CH:37]=[C:36]([Cl:42])[C:35]=1[C:3]1[N:4]([CH2:21][C@@H:22]2[CH2:27][CH2:26][CH2:25][NH:24][CH2:23]2)[C:5]2[N:6]=[C:7]([NH:11][CH2:12][C:13]3[CH:18]=[CH:17][C:16]([F:19])=[C:15]([F:20])[CH:14]=3)[N:8]=[CH:9][C:10]=2[C:2]=1[C:44]#[N:45]. Given the reactants Br[C:2]1[C:10]2[CH:9]=[N:8][C:7]([NH:11][CH2:12][C:13]3[CH:18]=[CH:17][C:16]([F:19])=[C:15]([F:20])[CH:14]=3)=[N:6][C:5]=2[N:4]([CH2:21][C@@H:22]2[CH2:27][CH2:26][CH2:25][N:24](C(OC(C)(C)C)=O)[CH2:23]2)[C:3]=1[C:35]1[C:40]([Cl:41])=[CH:39][CH:38]=[CH:37][C:36]=1[Cl:42].[Cu][C:44]#[N:45], predict the reaction product.